This data is from Merck oncology drug combination screen with 23,052 pairs across 39 cell lines. The task is: Regression. Given two drug SMILES strings and cell line genomic features, predict the synergy score measuring deviation from expected non-interaction effect. (1) Drug 1: O=P1(N(CCCl)CCCl)NCCCO1. Drug 2: CS(=O)(=O)CCNCc1ccc(-c2ccc3ncnc(Nc4ccc(OCc5cccc(F)c5)c(Cl)c4)c3c2)o1. Cell line: OV90. Synergy scores: synergy=-12.8. (2) Drug 1: O=C(O)C1(Cc2cccc(Nc3nccs3)n2)CCC(Oc2cccc(Cl)c2F)CC1. Drug 2: Cc1nc(Nc2ncc(C(=O)Nc3c(C)cccc3Cl)s2)cc(N2CCN(CCO)CC2)n1. Cell line: EFM192B. Synergy scores: synergy=33.4. (3) Synergy scores: synergy=4.85. Drug 2: COC1=C2CC(C)CC(OC)C(O)C(C)C=C(C)C(OC(N)=O)C(OC)C=CC=C(C)C(=O)NC(=CC1=O)C2=O. Drug 1: CC(C)CC(NC(=O)C(Cc1ccccc1)NC(=O)c1cnccn1)B(O)O. Cell line: MDAMB436. (4) Drug 1: O=S1(=O)NC2(CN1CC(F)(F)F)C1CCC2Cc2cc(C=CCN3CCC(C(F)(F)F)CC3)ccc2C1. Drug 2: Cn1c(=O)n(-c2ccc(C(C)(C)C#N)cc2)c2c3cc(-c4cnc5ccccc5c4)ccc3ncc21. Cell line: MDAMB436. Synergy scores: synergy=29.4. (5) Drug 1: CC(C)CC(NC(=O)C(Cc1ccccc1)NC(=O)c1cnccn1)B(O)O. Drug 2: Cc1nc(Nc2ncc(C(=O)Nc3c(C)cccc3Cl)s2)cc(N2CCN(CCO)CC2)n1. Cell line: VCAP. Synergy scores: synergy=-6.86. (6) Drug 1: NC(=O)c1cccc2cn(-c3ccc(C4CCCNC4)cc3)nc12. Drug 2: COC1=C2CC(C)CC(OC)C(O)C(C)C=C(C)C(OC(N)=O)C(OC)C=CC=C(C)C(=O)NC(=CC1=O)C2=O. Cell line: SKMES1. Synergy scores: synergy=7.96. (7) Drug 1: CC1CC2C3CCC4=CC(=O)C=CC4(C)C3(F)C(O)CC2(C)C1(O)C(=O)CO. Drug 2: CCc1cnn2c(NCc3ccc[n+]([O-])c3)cc(N3CCCCC3CCO)nc12. Cell line: COLO320DM. Synergy scores: synergy=5.29.